From a dataset of Reaction yield outcomes from USPTO patents with 853,638 reactions. Predict the reaction yield, written as a fraction of the theoretical maximum amount of product (1.0 means a 100% yield; for example, 0.34 means a 34% yield). (1) The reactants are [F:1][C:2]1[CH:7]=[CH:6][CH:5]=[C:4]([O:8][CH3:9])[C:3]=1[C:10]1[N:14]([S:15]([C:18]2[CH:19]=[N:20][CH:21]=[CH:22][CH:23]=2)(=[O:17])=[O:16])[CH:13]=[C:12]([CH2:24][N:25](C)[C:26](=O)[O:27][C:28]([CH3:31])(C)C)[CH:11]=1.[C:34]([O:37]CC)(=[O:36])[CH3:35].Cl.C[OH:42]. No catalyst specified. The product is [C:28]([OH:42])(=[O:27])/[CH:31]=[CH:35]/[C:34]([OH:37])=[O:36].[F:1][C:2]1[CH:7]=[CH:6][CH:5]=[C:4]([O:8][CH3:9])[C:3]=1[C:10]1[N:14]([S:15]([C:18]2[CH:19]=[N:20][CH:21]=[CH:22][CH:23]=2)(=[O:17])=[O:16])[CH:13]=[C:12]([CH2:24][NH:25][CH3:26])[CH:11]=1. The yield is 0.510. (2) The catalyst is C(Cl)Cl. The product is [Si:5]([O:13][C@H:11]([CH3:12])[CH2:10][NH2:9])([C:1]([CH3:4])([CH3:3])[CH3:2])([CH3:8])[CH3:7]. The yield is 1.00. The reactants are [C:1]([Si:5]([CH3:8])([CH3:7])Cl)([CH3:4])([CH3:3])[CH3:2].[NH2:9][CH2:10][C@H:11]([OH:13])[CH3:12].C(N(CC)CC)C.